Regression. Given two drug SMILES strings and cell line genomic features, predict the synergy score measuring deviation from expected non-interaction effect. From a dataset of NCI-60 drug combinations with 297,098 pairs across 59 cell lines. (1) Drug 1: C1CC(C1)(C(=O)O)C(=O)O.[NH2-].[NH2-].[Pt+2]. Drug 2: CC=C1C(=O)NC(C(=O)OC2CC(=O)NC(C(=O)NC(CSSCCC=C2)C(=O)N1)C(C)C)C(C)C. Cell line: SR. Synergy scores: CSS=74.4, Synergy_ZIP=-0.0509, Synergy_Bliss=1.20, Synergy_Loewe=-22.7, Synergy_HSA=1.30. (2) Cell line: ACHN. Drug 2: C1=CC=C(C(=C1)C(C2=CC=C(C=C2)Cl)C(Cl)Cl)Cl. Synergy scores: CSS=5.55, Synergy_ZIP=2.21, Synergy_Bliss=5.13, Synergy_Loewe=3.85, Synergy_HSA=3.24. Drug 1: CS(=O)(=O)C1=CC(=C(C=C1)C(=O)NC2=CC(=C(C=C2)Cl)C3=CC=CC=N3)Cl. (3) Drug 1: C(=O)(N)NO. Drug 2: CC(C)CN1C=NC2=C1C3=CC=CC=C3N=C2N. Cell line: UO-31. Synergy scores: CSS=1.36, Synergy_ZIP=-0.501, Synergy_Bliss=-1.71, Synergy_Loewe=-1.79, Synergy_HSA=-2.69. (4) Drug 1: C1=CC(=CC=C1CC(C(=O)O)N)N(CCCl)CCCl.Cl. Drug 2: C1=NC2=C(N=C(N=C2N1C3C(C(C(O3)CO)O)F)Cl)N. Cell line: T-47D. Synergy scores: CSS=9.04, Synergy_ZIP=-3.45, Synergy_Bliss=1.88, Synergy_Loewe=-1.96, Synergy_HSA=-1.26. (5) Drug 1: CC(CN1CC(=O)NC(=O)C1)N2CC(=O)NC(=O)C2. Drug 2: CC1=C(C(=CC=C1)Cl)NC(=O)C2=CN=C(S2)NC3=CC(=NC(=N3)C)N4CCN(CC4)CCO. Cell line: HL-60(TB). Synergy scores: CSS=30.9, Synergy_ZIP=3.22, Synergy_Bliss=6.24, Synergy_Loewe=4.83, Synergy_HSA=4.54.